Dataset: Reaction yield outcomes from USPTO patents with 853,638 reactions. Task: Predict the reaction yield, written as a fraction of the theoretical maximum amount of product (1.0 means a 100% yield; for example, 0.34 means a 34% yield). The reactants are C(OC([N:8]1[CH2:11][C:10]2([CH2:14][N:13]([C:15]3[CH:20]=[N:19][CH:18]=[C:17]([C:21]4[CH:22]=[C:23]5[C:28](=[CH:29][CH:30]=4)[N:27]([CH3:31])[C:26](=[O:32])[CH2:25][CH2:24]5)[N:16]=3)[CH2:12]2)[CH2:9]1)=O)(C)(C)C.[C:33]([OH:39])([C:35]([F:38])([F:37])[F:36])=[O:34]. The catalyst is C(Cl)Cl. The product is [F:36][C:35]([F:38])([F:37])[C:33]([OH:39])=[O:34].[CH2:12]1[C:10]2([CH2:9][NH:8][CH2:11]2)[CH2:14][N:13]1[C:15]1[N:16]=[C:17]([C:21]2[CH:22]=[C:23]3[C:28](=[CH:29][CH:30]=2)[N:27]([CH3:31])[C:26](=[O:32])[CH2:25][CH2:24]3)[CH:18]=[N:19][CH:20]=1. The yield is 0.990.